This data is from Forward reaction prediction with 1.9M reactions from USPTO patents (1976-2016). The task is: Predict the product of the given reaction. (1) Given the reactants [F:1][C:2]1[CH:7]=[CH:6][C:5]([C:8]2[CH:13]([OH:14])[CH2:12][N:11]([C:15]3[N:20]=[CH:19][N:18]([CH2:21][C:22]4[S:23][C:24]([C:27]([F:30])([F:29])[F:28])=[CH:25][CH:26]=4)[C:17](=[O:31])[N:16]=3)[CH2:10][CH:9]=2)=[CH:4][CH:3]=1.[CH2:32](N(CC)CC)C.CI.C(=O)([O-])[O-].[K+].[K+].[H-].[Na+], predict the reaction product. The product is: [F:1][C:2]1[CH:3]=[CH:4][C:5]([C:8]2[CH:13]([O:14][CH3:32])[CH2:12][N:11]([C:15]3[N:20]=[CH:19][N:18]([CH2:21][C:22]4[S:23][C:24]([C:27]([F:28])([F:29])[F:30])=[CH:25][CH:26]=4)[C:17](=[O:31])[N:16]=3)[CH2:10][CH:9]=2)=[CH:6][CH:7]=1. (2) Given the reactants [NH2:1][C:2]1[N:7]=[CH:6][N:5]=[C:4]2[N:8]([C@@H:12]3[CH2:17][CH2:16][CH2:15][N:14]([C:18]([O:20][C:21]([CH3:24])([CH3:23])[CH3:22])=[O:19])[CH2:13]3)[N:9]=[C:10](I)[C:3]=12.[Cl-].B([C:29]1[CH:34]=[CH:33][C:32]([NH3+:35])=[CH:31][CH:30]=1)(O)O.COCCOC.C(=O)([O-])[O-].[Na+].[Na+], predict the reaction product. The product is: [NH2:1][C:2]1[N:7]=[CH:6][N:5]=[C:4]2[N:8]([C@@H:12]3[CH2:17][CH2:16][CH2:15][N:14]([C:18]([O:20][C:21]([CH3:24])([CH3:23])[CH3:22])=[O:19])[CH2:13]3)[N:9]=[C:10]([C:29]3[CH:34]=[CH:33][C:32]([NH2:35])=[CH:31][CH:30]=3)[C:3]=12. (3) Given the reactants CN(C)/[CH:3]=[CH:4]/[C:5]([C:7]1[C:12](=[O:13])[CH:11]=[CH:10][N:9]([C:14]2[CH:19]=[CH:18][C:17]([O:20][CH2:21][C:22]([F:25])([F:24])[F:23])=[CH:16][CH:15]=2)[N:8]=1)=O.[F:27][C:28]1[CH:33]=[CH:32][CH:31]=[CH:30][C:29]=1[NH:34][NH2:35], predict the reaction product. The product is: [F:27][C:28]1[CH:33]=[CH:32][CH:31]=[CH:30][C:29]=1[N:34]1[C:5]([C:7]2[C:12](=[O:13])[CH:11]=[CH:10][N:9]([C:14]3[CH:19]=[CH:18][C:17]([O:20][CH2:21][C:22]([F:24])([F:25])[F:23])=[CH:16][CH:15]=3)[N:8]=2)=[CH:4][CH:3]=[N:35]1. (4) Given the reactants [H-].[Na+].[CH2:3]([O:5][C:6]([N:8]1[CH2:13][CH2:12][C:11]([O:16][CH3:17])([O:14][CH3:15])[CH:10]([OH:18])[CH2:9]1)=[O:7])[CH3:4].[CH2:19]1[CH2:23]O[CH2:21][CH2:20]1, predict the reaction product. The product is: [CH2:3]([O:5][C:6]([N:8]1[CH2:13][CH2:12][C:11]([O:14][CH3:15])([O:16][CH3:17])[CH:10]([O:18][CH2:21][CH:20]2[CH2:23][CH2:19]2)[CH2:9]1)=[O:7])[CH3:4]. (5) Given the reactants [CH2:1]([C:3]1[C:11]([CH3:12])=[C:10]2[C:6]([C:7](=[O:13])[O:8][CH2:9]2)=[C:5]([O:14][CH2:15][CH2:16][Si:17]([CH3:20])([CH3:19])[CH3:18])[C:4]=1[CH2:21][CH:22]=[C:23]([CH3:26])[CH:24]=O)[CH3:2].C(O)(=O)C(O)=O.[CH2:33]([O:35][P:36]([CH2:41][CH2:42][NH2:43])(=[O:40])[O:37][CH2:38][CH3:39])[CH3:34].C(O)(=O)C.C(O[BH-](OC(=O)C)OC(=O)C)(=O)C.[Na+], predict the reaction product. The product is: [CH2:38]([O:37][P:36]([CH2:41][CH2:42][NH:43][CH2:26][C:23]([CH3:24])=[CH:22][CH2:21][C:4]1[C:5]([O:14][CH2:15][CH2:16][Si:17]([CH3:20])([CH3:18])[CH3:19])=[C:6]2[C:10](=[C:11]([CH3:12])[C:3]=1[CH2:1][CH3:2])[CH2:9][O:8][C:7]2=[O:13])(=[O:40])[O:35][CH2:33][CH3:34])[CH3:39]. (6) Given the reactants [CH3:1][O:2][C:3](=[O:34])[C:4]([CH3:33])([CH3:32])[CH2:5][C@@H:6]1[CH2:11][CH2:10][C@@H:9]([O:12]CC2C=CC(OC)=CC=2)[CH2:8][N:7]1[S:22]([C:25]1[CH:30]=[CH:29][C:28]([CH3:31])=[CH:27][CH:26]=1)(=[O:24])=[O:23], predict the reaction product. The product is: [CH3:1][O:2][C:3](=[O:34])[C:4]([CH3:32])([CH3:33])[CH2:5][C@@H:6]1[CH2:11][CH2:10][C@@H:9]([OH:12])[CH2:8][N:7]1[S:22]([C:25]1[CH:26]=[CH:27][C:28]([CH3:31])=[CH:29][CH:30]=1)(=[O:24])=[O:23]. (7) Given the reactants C[O:2][C:3]([C:5]1[N:6]=[CH:7][N:8]([C:10]2[CH:11]=[C:12]3[C:17](=[CH:18][C:19]=2[C:20]([F:23])([F:22])[F:21])[NH:16][C:15](=[O:24])[N:14]([NH:25][S:26]([CH3:29])(=[O:28])=[O:27])[C:13]3=[O:30])[CH:9]=1)=O.C([NH2:33])=O.C[O-].[Na+], predict the reaction product. The product is: [CH3:29][S:26]([NH:25][N:14]1[C:13](=[O:30])[C:12]2[C:17](=[CH:18][C:19]([C:20]([F:22])([F:21])[F:23])=[C:10]([N:8]3[CH:9]=[C:5]([C:3]([NH2:33])=[O:2])[N:6]=[CH:7]3)[CH:11]=2)[NH:16][C:15]1=[O:24])(=[O:27])=[O:28]. (8) Given the reactants [Cl:1][C:2]1[CH:28]=[CH:27][C:5]([CH2:6][C:7]2[N:8]=[C:9](O)[C:10]3[N:15]=[C:14]([C:16]4[CH:21]=[C:20]([CH3:22])[C:19]([O:23][CH3:24])=[C:18]([CH3:25])[CH:17]=4)[O:13][C:11]=3[N:12]=2)=[CH:4][CH:3]=1.P(Cl)(Cl)([Cl:31])=O, predict the reaction product. The product is: [Cl:31][C:9]1[C:10]2[N:15]=[C:14]([C:16]3[CH:17]=[C:18]([CH3:25])[C:19]([O:23][CH3:24])=[C:20]([CH3:22])[CH:21]=3)[O:13][C:11]=2[N:12]=[C:7]([CH2:6][C:5]2[CH:4]=[CH:3][C:2]([Cl:1])=[CH:28][CH:27]=2)[N:8]=1. (9) The product is: [N:1]1([S:11]([C:14]2[CH:15]=[C:16]([N:20]3[C:29](=[O:30])[C:28]4[C:23](=[CH:24][CH:25]=[CH:26][C:27]=4[CH2:31][CH2:32][C:33]([OH:35])=[O:34])[NH:22][C:21]3=[O:38])[CH:17]=[CH:18][CH:19]=2)(=[O:13])=[O:12])[C:10]2[C:5](=[CH:6][CH:7]=[CH:8][CH:9]=2)[CH2:4][CH2:3][CH2:2]1. Given the reactants [N:1]1([S:11]([C:14]2[CH:15]=[C:16]([N:20]3[C:29](=[O:30])[C:28]4[C:23](=[CH:24][CH:25]=[CH:26][C:27]=4[CH2:31][CH2:32][C:33]([O:35]CC)=[O:34])[NH:22][C:21]3=[O:38])[CH:17]=[CH:18][CH:19]=2)(=[O:13])=[O:12])[C:10]2[C:5](=[CH:6][CH:7]=[CH:8][CH:9]=2)[CH2:4][CH2:3][CH2:2]1.[OH-].[Na+].Cl, predict the reaction product.